This data is from Peptide-MHC class II binding affinity with 134,281 pairs from IEDB. The task is: Regression. Given a peptide amino acid sequence and an MHC pseudo amino acid sequence, predict their binding affinity value. This is MHC class II binding data. (1) The peptide sequence is EDLVRAYHAMSSTHE. The MHC is HLA-DPA10201-DPB10501 with pseudo-sequence HLA-DPA10201-DPB10501. The binding affinity (normalized) is 0.430. (2) The peptide sequence is SLFKNVRLLKCVSDS. The MHC is H-2-IAb with pseudo-sequence H-2-IAb. The binding affinity (normalized) is 0.202. (3) The peptide sequence is ECYTGFRSLIDDT. The MHC is DRB5_0101 with pseudo-sequence DRB5_0101. The binding affinity (normalized) is 0.0505. (4) The peptide sequence is ALRASADAYATAEAS. The MHC is DRB1_0405 with pseudo-sequence DRB1_0405. The binding affinity (normalized) is 0.134.